From a dataset of Full USPTO retrosynthesis dataset with 1.9M reactions from patents (1976-2016). Predict the reactants needed to synthesize the given product. Given the product [CH2:44]([O:43][C:41]([CH2:40][CH2:39][N:38]1[CH2:2][CH2:3][N:4]2[N:5]=[C:6]([C:19]([O:21][CH2:22][C:23]3[CH:24]=[CH:25][CH:26]=[CH:27][CH:28]=3)=[O:20])[CH:7]=[C:8]2[C:9]1=[O:11])=[O:42])[CH3:45], predict the reactants needed to synthesize it. The reactants are: Br[CH2:2][CH2:3][N:4]1[C:8]([C:9]([O:11]CC2C=CC=CC=2)=O)=[CH:7][C:6]([C:19]([O:21][CH2:22][C:23]2[CH:28]=[CH:27][CH:26]=[CH:25][CH:24]=2)=[O:20])=[N:5]1.C(=O)([O-])[O-].[K+].[K+].[I-].[K+].Cl.[NH2:38][CH2:39][CH2:40][C:41]([O:43][CH2:44][CH3:45])=[O:42].